This data is from Reaction yield outcomes from USPTO patents with 853,638 reactions. The task is: Predict the reaction yield, written as a fraction of the theoretical maximum amount of product (1.0 means a 100% yield; for example, 0.34 means a 34% yield). (1) The reactants are [CH:1]1[C:11]2[CH2:10][CH2:9][C:8]3[CH:12]=[CH:13][CH:14]=[CH:15][C:7]=3[C:6](=[CH:16][C:17]3[CH:22]=[CH:21][C:20]([NH2:23])=[CH:19][CH:18]=3)[C:5]=2[CH:4]=[CH:3][CH:2]=1.[CH3:24][N:25]([CH3:30])[S:26](Cl)(=[O:28])=[O:27]. No catalyst specified. The product is [CH:1]1[C:11]2[CH2:10][CH2:9][C:8]3[CH:12]=[CH:13][CH:14]=[CH:15][C:7]=3[C:6](=[CH:16][C:17]3[CH:22]=[CH:21][C:20]([NH:23][S:26](=[O:28])(=[O:27])[N:25]([CH3:30])[CH3:24])=[CH:19][CH:18]=3)[C:5]=2[CH:4]=[CH:3][CH:2]=1. The yield is 0.610. (2) The reactants are [CH3:1][C:2]1([CH3:39])[CH2:7][C:6](=O)[CH2:5][C:4]([CH3:10])([CH3:9])[P:3]1[C:11]1[N:15]([C:16]2[C:17]([C:33]3[CH:38]=[CH:37][CH:36]=[CH:35][CH:34]=3)=[N:18][N:19]([C:27]3[CH:32]=[CH:31][CH:30]=[CH:29][CH:28]=3)[C:20]=2[C:21]2[CH:26]=[CH:25][CH:24]=[CH:23][CH:22]=2)[N:14]=[CH:13][CH:12]=1.C(O)COCCO.O.NN.[OH-].[K+]. The catalyst is CCCCCCC.C(OCC)(=O)C. The product is [C:27]1([N:19]2[C:20]([C:21]3[CH:22]=[CH:23][CH:24]=[CH:25][CH:26]=3)=[C:16]([N:15]3[C:11]([P:3]4[C:2]([CH3:39])([CH3:1])[CH2:7][CH2:6][CH2:5][C:4]4([CH3:10])[CH3:9])=[CH:12][CH:13]=[N:14]3)[C:17]([C:33]3[CH:34]=[CH:35][CH:36]=[CH:37][CH:38]=3)=[N:18]2)[CH:28]=[CH:29][CH:30]=[CH:31][CH:32]=1. The yield is 0.680. (3) The yield is 0.400. The reactants are [Br:1][C:2]1[CH:7]=[CH:6][C:5]([OH:8])=[CH:4][CH:3]=1.BrC1C=C(Cl)C=CC=1O[CH2:18][C:19]([F:22])([F:21])[F:20].FC(F)(F)COS(C(F)(F)F)(=O)=O. No catalyst specified. The product is [Br:1][C:2]1[CH:7]=[CH:6][C:5]([O:8][CH2:18][C:19]([F:22])([F:21])[F:20])=[CH:4][CH:3]=1. (4) The reactants are Cl[C:2](=[O:8])[C:3]([O:5]CC)=O.[C:9]([C:13]1[CH:18]=[CH:17][C:16]([NH:19][C:20]([NH:22][CH:23]([CH3:28])[C:24]([CH3:27])([CH3:26])[CH3:25])=[S:21])=[CH:15][CH:14]=1)([CH3:12])([CH3:11])[CH3:10]. The catalyst is ClCCl. The product is [C:9]([C:13]1[CH:18]=[CH:17][C:16]([N:19]2[C:2](=[O:8])[C:3](=[O:5])[N:22]([CH:23]([CH3:28])[C:24]([CH3:27])([CH3:26])[CH3:25])[C:20]2=[S:21])=[CH:15][CH:14]=1)([CH3:12])([CH3:11])[CH3:10]. The yield is 0.640. (5) The reactants are [Cl:1][C:2]1[CH:7]=[CH:6][CH:5]=[CH:4][C:3]=1[C:8]#[C:9][C:10]1[CH:15]=[C:14]([C:16]2[S:20][C:19]([C:21]3[CH:26]=[CH:25][CH:24]=[CH:23][CH:22]=3)=[N:18][C:17]=2[CH3:27])[CH:13]=[CH:12][C:11]=1[NH2:28].CC(C)([O-])C.[K+].[NH4+].[Cl-].CCOC(C)=O. The catalyst is CN1C(=O)CCC1. The product is [Cl:1][C:2]1[CH:7]=[CH:6][CH:5]=[CH:4][C:3]=1[C:8]1[NH:28][C:11]2[C:10]([CH:9]=1)=[CH:15][C:14]([C:16]1[S:20][C:19]([C:21]3[CH:22]=[CH:23][CH:24]=[CH:25][CH:26]=3)=[N:18][C:17]=1[CH3:27])=[CH:13][CH:12]=2. The yield is 0.100.